From a dataset of Forward reaction prediction with 1.9M reactions from USPTO patents (1976-2016). Predict the product of the given reaction. (1) Given the reactants [C:1]([C:5]1[N:10]=[CH:9][C:8]([C:11]2[N:12]([C:32](Cl)=[O:33])[C@@:13]([C:25]3[CH:30]=[CH:29][C:28]([Cl:31])=[CH:27][CH:26]=3)([CH3:24])[C@@:14]([C:17]3[CH:22]=[CH:21][C:20]([Cl:23])=[CH:19][CH:18]=3)([CH3:16])[N:15]=2)=[C:7]([O:35][CH2:36][CH3:37])[CH:6]=1)([CH3:4])([CH3:3])[CH3:2].[NH:38]1[CH2:43][CH2:42][CH:41]([CH2:44][CH2:45][C:46]([OH:48])=[O:47])[CH2:40][CH2:39]1, predict the reaction product. The product is: [C:1]([C:5]1[N:10]=[CH:9][C:8]([C:11]2[N:12]([C:32]([N:38]3[CH2:43][CH2:42][CH:41]([CH2:44][CH2:45][C:46]([OH:48])=[O:47])[CH2:40][CH2:39]3)=[O:33])[C@@:13]([C:25]3[CH:30]=[CH:29][C:28]([Cl:31])=[CH:27][CH:26]=3)([CH3:24])[C@@:14]([C:17]3[CH:22]=[CH:21][C:20]([Cl:23])=[CH:19][CH:18]=3)([CH3:16])[N:15]=2)=[C:7]([O:35][CH2:36][CH3:37])[CH:6]=1)([CH3:3])([CH3:2])[CH3:4]. (2) Given the reactants Cl[C:2]1[CH:7]=[CH:6][C:5]([C:8]2[C:17](=[O:18])[C:16]3[C:11](=[CH:12][CH:13]=[N:14][C:15]=3[NH:19]C3C=CC=C(Cl)C=3)[NH:10][CH:9]=2)=[CH:4][CH:3]=1.[CH2:27](N)[CH2:28][C:29]1[CH:34]=[CH:33][CH:32]=[CH:31][CH:30]=1.Cl[C:37]1C=C(C=CC=1)N, predict the reaction product. The product is: [C:2]1([CH3:37])[CH:7]=[CH:6][C:5]([C:8]2[C:17](=[O:18])[C:16]3[C:11](=[CH:12][CH:13]=[N:14][C:15]=3[NH:19][CH2:27][CH2:28][C:29]3[CH:34]=[CH:33][CH:32]=[CH:31][CH:30]=3)[NH:10][CH:9]=2)=[CH:4][CH:3]=1. (3) Given the reactants [CH3:1][C:2]1([N:8]2[CH2:17][C:16]3=[CH:18][NH:19][C:14]4[C:15]3=[C:10]([CH:11]=[CH:12][N:13]=4)[C:9]2=[O:20])[CH2:7][CH2:6][NH:5][CH2:4][CH2:3]1.C(N(CC)CC)C.[C:28]([CH2:30][C:31](ON1C(=O)CCC1=O)=[O:32])#[N:29], predict the reaction product. The product is: [CH3:1][C:2]1([N:8]2[CH2:17][C:16]3=[CH:18][NH:19][C:14]4[C:15]3=[C:10]([CH:11]=[CH:12][N:13]=4)[C:9]2=[O:20])[CH2:7][CH2:6][N:5]([C:31](=[O:32])[CH2:30][C:28]#[N:29])[CH2:4][CH2:3]1.